This data is from Full USPTO retrosynthesis dataset with 1.9M reactions from patents (1976-2016). The task is: Predict the reactants needed to synthesize the given product. (1) Given the product [NH2:27][C:25]1[CH:24]=[CH:23][C:3]([O:4][C:5]2[CH:6]=[CH:7][N:30]=[C:9]3[CH:13]=[C:12]([C:14]4[CH2:19][CH2:18][N:17]([C:20](=[O:22])[CH3:21])[CH2:16][CH:15]=4)[S:11][C:10]=23)=[C:2]([F:1])[CH:26]=1, predict the reactants needed to synthesize it. The reactants are: [F:1][C:2]1[CH:26]=[C:25]([N+:27]([O-])=O)[CH:24]=[CH:23][C:3]=1[O:4][C:5]1[C:10]2[S:11][C:12]([C:14]3[CH2:19][CH2:18][N:17]([C:20](=[O:22])[CH3:21])[CH2:16][CH:15]=3)=[CH:13][C:9]=2C=[CH:7][CH:6]=1.[NH4+:30].[Cl-].O. (2) Given the product [C:17]([O:16][C:14](=[O:15])[NH:12][CH2:11][C:3]1[C:4]([O:9][CH3:10])=[N:5][C:6]([CH3:8])=[CH:7][C:2]=1[Cl:1])([CH3:20])([CH3:19])[CH3:18], predict the reactants needed to synthesize it. The reactants are: [Cl:1][C:2]1[CH:7]=[C:6]([CH3:8])[N:5]=[C:4]([O:9][CH3:10])[C:3]=1[CH2:11][NH2:12].[C:14]([O:16][C:17]([CH3:20])([CH3:19])[CH3:18])(=[O:15])[C:14]([O:16][C:17]([CH3:20])([CH3:19])[CH3:18])=[O:15].C(N(CC)CC)C. (3) Given the product [F:1][C:2]1[CH:8]=[C:6]([NH2:7])[C:5]([NH2:9])=[CH:4][CH:3]=1, predict the reactants needed to synthesize it. The reactants are: [F:1][C:2]1[CH:3]=[CH:4][C:5]([N+:9]([O-])=O)=[C:6]([CH:8]=1)[NH2:7].OCC1(OC[C@@H](O)[C@@H](O)[C@H]1O)O. (4) Given the product [Cl:1][C:2]1[CH:7]=[CH:6][C:5]([O:8][C:24]2[CH:25]=[C:26]([S:30]([CH2:33][CH2:34][CH2:35][OH:36])(=[O:32])=[O:31])[CH:27]=[CH:28][CH:29]=2)=[CH:4][C:3]=1[C:9]1[C:18]2[C:13](=[C:14]([C:19]([F:20])([F:22])[F:21])[CH:15]=[CH:16][CH:17]=2)[N:12]=[CH:11][N:10]=1, predict the reactants needed to synthesize it. The reactants are: [Cl:1][C:2]1[CH:7]=[CH:6][C:5]([OH:8])=[CH:4][C:3]=1[C:9]1[C:18]2[C:13](=[C:14]([C:19]([F:22])([F:21])[F:20])[CH:15]=[CH:16][CH:17]=2)[N:12]=[CH:11][N:10]=1.Br[C:24]1[CH:25]=[C:26]([S:30]([CH2:33][CH2:34][CH2:35][OH:36])(=[O:32])=[O:31])[CH:27]=[CH:28][CH:29]=1. (5) Given the product [Cl:1][C:2]1[N:7]=[C:6]([N:8]2[CH:12]=[CH:11][N:10]=[CH:9]2)[N:5]=[C:4]([NH:13][CH2:14][C:15]([F:16])([F:18])[F:17])[C:3]=1[C:19]1[C:20]([F:27])=[CH:21][C:22]([O:33][CH2:32][CH2:31][CH2:30][N:29]([CH3:34])[CH3:28])=[CH:23][C:24]=1[F:25], predict the reactants needed to synthesize it. The reactants are: [Cl:1][C:2]1[N:7]=[C:6]([N:8]2[CH:12]=[CH:11][N:10]=[CH:9]2)[N:5]=[C:4]([NH:13][CH2:14][C:15]([F:18])([F:17])[F:16])[C:3]=1[C:19]1[C:24]([F:25])=[CH:23][C:22](F)=[CH:21][C:20]=1[F:27].[CH3:28][N:29]([CH3:34])[CH2:30][CH2:31][CH2:32][OH:33].[H-].[Na+].